From a dataset of Forward reaction prediction with 1.9M reactions from USPTO patents (1976-2016). Predict the product of the given reaction. Given the reactants CC1C=CC(S(O[C@@H:12]([CH2:23][O:24][CH2:25][C:26]2[CH:31]=[CH:30][CH:29]=[CH:28][CH:27]=2)[CH2:13][CH:14]([C:21]#[N:22])[C:15]2[CH:20]=[CH:19][CH:18]=[CH:17][CH:16]=2)(=O)=O)=CC=1.C[Si]([N-][Si](C)(C)C)(C)C.[Li+], predict the reaction product. The product is: [C:15]1([C@:14]2([C:21]#[N:22])[CH2:13][C@H:12]2[CH2:23][O:24][CH2:25][C:26]2[CH:27]=[CH:28][CH:29]=[CH:30][CH:31]=2)[CH:16]=[CH:17][CH:18]=[CH:19][CH:20]=1.